Dataset: NCI-60 drug combinations with 297,098 pairs across 59 cell lines. Task: Regression. Given two drug SMILES strings and cell line genomic features, predict the synergy score measuring deviation from expected non-interaction effect. Drug 1: CC1CC2C3CCC4=CC(=O)C=CC4(C3(C(CC2(C1(C(=O)CO)O)C)O)F)C. Drug 2: CN1C=C(C=N1)C2=C3N=C(C(=C(N3N=C2)N)Br)C4CCCNC4. Cell line: T-47D. Synergy scores: CSS=-9.08, Synergy_ZIP=5.71, Synergy_Bliss=-0.0902, Synergy_Loewe=-6.34, Synergy_HSA=-6.35.